From a dataset of Reaction yield outcomes from USPTO patents with 853,638 reactions. Predict the reaction yield, written as a fraction of the theoretical maximum amount of product (1.0 means a 100% yield; for example, 0.34 means a 34% yield). (1) The reactants are I[C:2]1[C:3]([CH2:8][N:9]([C:13]2[CH:18]=[CH:17][CH:16]=[CH:15][C:14]=2[CH:19]=[CH2:20])[C:10](=[O:12])[CH3:11])=[N:4][CH:5]=[CH:6][CH:7]=1.C(N1C2C=CC=CC=2C=CC2N=C(Cl)C(F)=CC=2C1)(=O)C. No catalyst specified. The product is [C:10]([N:9]1[C:13]2[CH:18]=[CH:17][CH:16]=[CH:15][C:14]=2[CH:19]=[CH:20][C:2]2[CH:7]=[CH:6][CH:5]=[N:4][C:3]=2[CH2:8]1)(=[O:12])[CH3:11]. The yield is 0.550. (2) The reactants are [C:1]([O:5][C:6](=[O:49])[CH2:7][N:8]([C:42]([O:44][C:45]([CH3:48])([CH3:47])[CH3:46])=[O:43])[C:9]1[CH:14]=[CH:13][CH:12]=[C:11]([CH:15]([S:33]([C:36]2[CH:41]=[CH:40][CH:39]=[CH:38][N:37]=2)(=[O:35])=[O:34])[NH:16][CH2:17][C:18]2[CH:23]=[CH:22][C:21](B3OC(C)(C)C(C)(C)O3)=[CH:20][CH:19]=2)[N:10]=1)([CH3:4])([CH3:3])[CH3:2].Br[C:51]1[S:52][CH:53]=[C:54]([C:56]([F:59])([F:58])[F:57])[N:55]=1. No catalyst specified. The product is [C:1]([O:5][C:6](=[O:49])[CH2:7][N:8]([C:42]([O:44][C:45]([CH3:48])([CH3:47])[CH3:46])=[O:43])[C:9]1[CH:14]=[CH:13][CH:12]=[C:11]([CH:15]([S:33]([C:36]2[CH:41]=[CH:40][CH:39]=[CH:38][N:37]=2)(=[O:35])=[O:34])[NH:16][CH2:17][C:18]2[CH:19]=[CH:20][C:21]([C:51]3[S:52][CH:53]=[C:54]([C:56]([F:59])([F:58])[F:57])[N:55]=3)=[CH:22][CH:23]=2)[N:10]=1)([CH3:3])([CH3:4])[CH3:2]. The yield is 0.900. (3) The reactants are [CH2:1]([O:8][CH2:9][CH2:10][C@H:11]([NH:25][C:26]([O:28][C:29]([CH3:32])([CH3:31])[CH3:30])=[O:27])[C:12]([NH:14][N:15]1[CH:19]=[CH:18][C:17]([Br:20])=[C:16]1[C:21]([O:23]C)=O)=[O:13])[C:2]1[CH:7]=[CH:6][CH:5]=[CH:4][CH:3]=1.[F:33][C:34]1[CH:35]=[C:36]([CH:38]=[C:39]([F:41])[CH:40]=1)[NH2:37]. No catalyst specified. The product is [CH2:1]([O:8][CH2:9][CH2:10][C@H:11]([NH:25][C:26](=[O:27])[O:28][C:29]([CH3:30])([CH3:32])[CH3:31])[C:12]([NH:14][N:15]1[CH:19]=[CH:18][C:17]([Br:20])=[C:16]1[C:21](=[O:23])[NH:37][C:36]1[CH:35]=[C:34]([F:33])[CH:40]=[C:39]([F:41])[CH:38]=1)=[O:13])[C:2]1[CH:7]=[CH:6][CH:5]=[CH:4][CH:3]=1. The yield is 0.660.